From a dataset of Full USPTO retrosynthesis dataset with 1.9M reactions from patents (1976-2016). Predict the reactants needed to synthesize the given product. (1) Given the product [Cl:1][C:2]1[N:7]=[C:6]([CH:8]([OH:9])[CH3:34])[C:5]2[C:10]([O:32][CH3:33])=[N:11][N:12]([C:13]([C:14]3[CH:19]=[CH:18][CH:17]=[CH:16][CH:15]=3)([C:20]3[CH:21]=[CH:22][CH:23]=[CH:24][CH:25]=3)[C:26]3[CH:27]=[CH:28][CH:29]=[CH:30][CH:31]=3)[C:4]=2[CH:3]=1, predict the reactants needed to synthesize it. The reactants are: [Cl:1][C:2]1[N:7]=[C:6]([CH:8]=[O:9])[C:5]2[C:10]([O:32][CH3:33])=[N:11][N:12]([C:13]([C:26]3[CH:31]=[CH:30][CH:29]=[CH:28][CH:27]=3)([C:20]3[CH:25]=[CH:24][CH:23]=[CH:22][CH:21]=3)[C:14]3[CH:19]=[CH:18][CH:17]=[CH:16][CH:15]=3)[C:4]=2[CH:3]=1.[CH3:34][Mg]Br. (2) Given the product [C:23]([C:22]1[C:21]([OH:28])=[C:20]([NH:19][C:15](=[O:17])[CH2:14][C:9]2[NH:10][C:11](=[O:13])[CH:12]=[C:7]([N:1]3[CH2:2][CH2:3][O:4][CH2:5][CH2:6]3)[N:8]=2)[CH:27]=[CH:26][CH:25]=1)#[N:24], predict the reactants needed to synthesize it. The reactants are: [N:1]1([C:7]2[N:8]=[C:9]([CH2:14][C:15]([O-:17])=O)[NH:10][C:11](=[O:13])[CH:12]=2)[CH2:6][CH2:5][O:4][CH2:3][CH2:2]1.[Na+].[NH2:19][C:20]1[C:21]([OH:28])=[C:22]([CH:25]=[CH:26][CH:27]=1)[C:23]#[N:24].Cl.CN(C)CCCN=C=NCC. (3) Given the product [CH3:24][CH2:23][O:22][C:20]([CH3:12])=[O:21].[CH3:1][CH2:2][CH2:5][CH2:6][CH2:7][CH3:8], predict the reactants needed to synthesize it. The reactants are: [CH3:1][C:2]([C:5]1C=C[C:8](C2C3C(=CC=CC=3)N[C:12]=2[C:20]([O:22][CH2:23][CH3:24])=[O:21])=[CH:7][CH:6]=1)(C)C.BrCC1C=C(C(F)(F)F)C=C(C(F)(F)F)C=1.C([O-])([O-])=O.[Cs+].[Cs+]. (4) Given the product [Br:43][C:44]1[CH:45]=[C:46]([CH:47]=[C:48]([F:50])[CH:49]=1)[CH2:51][N:15]([CH2:16][C:17]([O:19][C:20]([CH3:23])([CH3:22])[CH3:21])=[O:18])[S:12]([C:7]1[CH:8]=[C:9]2[C:4](=[CH:5][CH:6]=1)[O:3][C:2]([CH3:24])([CH3:1])[CH2:11][CH2:10]2)(=[O:14])=[O:13], predict the reactants needed to synthesize it. The reactants are: [CH3:1][C:2]1([CH3:24])[CH2:11][CH2:10][C:9]2[C:4](=[CH:5][CH:6]=[C:7]([S:12]([NH:15][CH2:16][C:17]([O:19][C:20]([CH3:23])([CH3:22])[CH3:21])=[O:18])(=[O:14])=[O:13])[CH:8]=2)[O:3]1.CCN(P1(N(C)CCCN1C)=NC(C)(C)C)CC.[Br:43][C:44]1[CH:49]=[C:48]([F:50])[CH:47]=[C:46]([CH2:51]Br)[CH:45]=1. (5) Given the product [CH:26]1([CH2:29][N:30]2[C:34]3=[N:35][CH:36]=[CH:37][CH:38]=[C:33]3[CH:32]=[C:31]2[C:39]2[N:21]([CH3:22])[C:20]3[C:11]([O:10][CH3:9])=[CH:12][C:13]([C:14]([O:16][CH3:17])=[O:15])=[CH:18][C:19]=3[N:23]=2)[CH2:27][CH2:28]1, predict the reactants needed to synthesize it. The reactants are: S(S([O-])=O)([O-])=O.[Na+].[Na+].[CH3:9][O:10][C:11]1[CH:12]=[C:13]([CH:18]=[C:19]([N+:23]([O-])=O)[C:20]=1[NH:21][CH3:22])[C:14]([O:16][CH3:17])=[O:15].[CH:26]1([CH2:29][N:30]2[C:34]3=[N:35][CH:36]=[CH:37][CH:38]=[C:33]3[CH:32]=[C:31]2[CH:39]=O)[CH2:28][CH2:27]1. (6) Given the product [O:12]=[C:13]([OH:25])[C@@H:14]([C@H:16]([C@H:18]([C@@H:20]([C:22]([OH:24])=[O:23])[OH:21])[OH:19])[OH:17])[OH:15].[N:1]1[CH:6]=[CH:5][CH:4]=[C:3]([O:7][CH2:8][CH2:9][CH2:10][NH2:11])[CH:2]=1.[N:1]1[CH:6]=[CH:5][CH:4]=[C:3]([O:7][CH2:8][CH2:9][CH2:10][NH2:11])[CH:2]=1, predict the reactants needed to synthesize it. The reactants are: [N:1]1[CH:6]=[CH:5][CH:4]=[C:3]([O:7][CH2:8][CH2:9][CH2:10][NH2:11])[CH:2]=1.[O:12]=[C:13]([OH:25])[C@@H:14]([C@H:16]([C@H:18]([C@@H:20]([C:22]([OH:24])=[O:23])[OH:21])[OH:19])[OH:17])[OH:15].O.